This data is from Retrosynthesis with 50K atom-mapped reactions and 10 reaction types from USPTO. The task is: Predict the reactants needed to synthesize the given product. (1) Given the product COc1ccc2c(Oc3ccc(/C=C/C(=O)O)cc3)c(-c3ccccc3)c(C(C)C)cc2c1, predict the reactants needed to synthesize it. The reactants are: CCOC(=O)/C=C/c1ccc(Oc2c(-c3ccccc3)c(C(C)C)cc3cc(OC)ccc23)cc1. (2) Given the product COCCCc1ccc(-c2ccc(C3(C(=O)O)CC3)cc2)cc1, predict the reactants needed to synthesize it. The reactants are: CCOC(=O)C1(c2ccc(-c3ccc(CCCOC)cc3)cc2)CC1. (3) Given the product CSC(=N)NC(=O)OC(C)(C)C, predict the reactants needed to synthesize it. The reactants are: CC(C)(C)OC(=O)OC(=O)OC(C)(C)C.CSC(=N)N. (4) Given the product O=C(O)C=Cc1ccc([N+](=O)[O-])cc1, predict the reactants needed to synthesize it. The reactants are: CCOC(=O)C=Cc1ccc([N+](=O)[O-])cc1. (5) Given the product Nc1cc(F)ccc1NCCCO, predict the reactants needed to synthesize it. The reactants are: O=[N+]([O-])c1cc(F)ccc1NCCCO.